Predict the reaction yield, written as a fraction of the theoretical maximum amount of product (1.0 means a 100% yield; for example, 0.34 means a 34% yield). From a dataset of Reaction yield outcomes from USPTO patents with 853,638 reactions. (1) The reactants are C([O:4][C:5]1[CH:22]=[CH:21][C:20]([Br:23])=[CH:19][C:6]=1[C:7]([NH:9][C:10]1[S:11][CH:12]=[C:13]([C:15]([CH3:18])([CH3:17])[CH3:16])[N:14]=1)=[O:8])(=O)C.[OH-].[Na+].Cl. The catalyst is O1CCCC1. The product is [Br:23][C:20]1[CH:21]=[CH:22][C:5]([OH:4])=[C:6]([CH:19]=1)[C:7]([NH:9][C:10]1[S:11][CH:12]=[C:13]([C:15]([CH3:16])([CH3:17])[CH3:18])[N:14]=1)=[O:8]. The yield is 0.789. (2) The reactants are [BH4-].[Na+].[C:3]([C:6]1[CH:7]=[CH:8][N:9]2[C:14]=1[C:13]([O:15][C:16]1[CH:21]=[CH:20][C:19]([NH:22][C:23]([C:25]3[C:26](=[O:39])[N:27]([C:32]4[CH:37]=[CH:36][C:35]([F:38])=[CH:34][CH:33]=4)[N:28]([CH3:31])[C:29]=3[CH3:30])=[O:24])=[CH:18][C:17]=1[F:40])=[CH:12][CH:11]=[N:10]2)(=[O:5])[CH3:4].[Cl-].[NH4+]. The catalyst is O1CCCC1.CO. The product is [F:40][C:17]1[CH:18]=[C:19]([NH:22][C:23]([C:25]2[C:26](=[O:39])[N:27]([C:32]3[CH:33]=[CH:34][C:35]([F:38])=[CH:36][CH:37]=3)[N:28]([CH3:31])[C:29]=2[CH3:30])=[O:24])[CH:20]=[CH:21][C:16]=1[O:15][C:13]1[C:14]2[N:9]([CH:8]=[CH:7][C:6]=2[CH:3]([OH:5])[CH3:4])[N:10]=[CH:11][CH:12]=1. The yield is 0.320. (3) The reactants are [CH2:1]([O:8][C:9]1[CH:14]=[CH:13][C:12]([CH2:15][CH2:16][CH2:17][N:18]([CH:21]2[CH2:26][CH2:25][CH2:24][CH2:23][CH2:22]2)[CH2:19][CH3:20])=[CH:11][CH:10]=1)C1C=CC=CC=1.C([NH:29][CH:30]1[CH2:35][CH2:34][CH2:33][CH2:32][CH2:31]1)C.C([O-])([O-])=[O:37].[K+].[K+]. The catalyst is CC#N. The product is [O:37]1[C:31]2[CH:32]=[CH:33][CH:34]=[CH:35][C:30]=2[N:29]=[C:1]1[O:8][C:9]1[CH:10]=[CH:11][C:12]([CH2:15][CH2:16][CH2:17][N:18]([CH:21]2[CH2:22][CH2:23][CH2:24][CH2:25][CH2:26]2)[CH2:19][CH3:20])=[CH:13][CH:14]=1. The yield is 0.830.